This data is from Catalyst prediction with 721,799 reactions and 888 catalyst types from USPTO. The task is: Predict which catalyst facilitates the given reaction. (1) Reactant: [CH2:1]=O.N[C@@H:4]1[CH2:13][C:12]2[C:7](=[C:8]([S:16]([NH:19][C:20]3[CH:25]=[C:24]([Cl:26])[CH:23]=[CH:22][C:21]=3[O:27][CH3:28])(=[O:18])=[O:17])[CH:9]=[CH:10][C:11]=2[O:14][CH3:15])[O:6][CH2:5]1.[C:29]([BH3-])#[N:30].[Na+]. Product: [Cl:26][C:24]1[CH:23]=[CH:22][C:21]([O:27][CH3:28])=[C:20]([NH:19][S:16]([C:8]2[CH:9]=[CH:10][C:11]([O:14][CH3:15])=[C:12]3[C:7]=2[O:6][CH2:5][C@H:4]([N:30]([CH3:29])[CH3:1])[CH2:13]3)(=[O:18])=[O:17])[CH:25]=1. The catalyst class is: 130. (2) Reactant: [CH:1]12[CH2:7][CH:4]([CH:5]=[CH:6]1)[CH2:3][CH:2]2[C:8]([OH:10])=O.[CH3:11][NH:12][CH2:13][C:14]1[S:15][CH:16]=[CH:17][CH:18]=1.C(N(CC)CC)C.CCN=C=NCCCN(C)C. Product: [CH3:11][N:12]([CH2:13][C:14]1[S:15][CH:16]=[CH:17][CH:18]=1)[C:8]([CH:2]1[CH2:3][CH:4]2[CH2:7][CH:1]1[CH:6]=[CH:5]2)=[O:10]. The catalyst class is: 64. (3) Reactant: [H-].[Na+].[CH3:3][C:4]1[C:13]([CH3:14])=[C:12]([OH:15])[C:11]2[C:6](=[CH:7][CH:8]=[C:9]([F:20])[C:10]=2[C:16]([F:19])([F:18])[F:17])[N:5]=1.C(C1C(C)=C([O:34][C:35]([CH:37]2[CH2:39][CH2:38]2)=O)C2C(=CC(F)=C(F)C=2)N=1)C.C(C1C(C)=C(OC(C2CC2)=O)C2C(=CC=C(F)C=2F)N=1)C. Product: [CH3:3][C:4]1[C:13]([CH3:14])=[C:12]([O:15][C:35]([CH:37]2[CH2:39][CH2:38]2)=[O:34])[C:11]2[C:6](=[CH:7][CH:8]=[C:9]([F:20])[C:10]=2[C:16]([F:17])([F:19])[F:18])[N:5]=1. The catalyst class is: 35. (4) Reactant: [CH3:1][C:2]([CH3:21])([CH3:20])[C@H:3]([NH:9][C:10](=[O:19])[O:11][CH2:12][C:13]1[CH:18]=[CH:17][CH:16]=[CH:15][CH:14]=1)[C:4]1[N:5]=[N:6][NH:7][N:8]=1.[C:22](=O)([O-])[O-].[K+].[K+].CI. Product: [CH3:1][C:2]([CH3:21])([CH3:20])[C@H:3]([NH:9][C:10](=[O:19])[O:11][CH2:12][C:13]1[CH:18]=[CH:17][CH:16]=[CH:15][CH:14]=1)[C:4]1[N:5]=[N:6][N:7]([CH3:22])[N:8]=1.[CH3:1][C:2]([CH3:21])([CH3:20])[C@H:3]([NH:9][C:10](=[O:19])[O:11][CH2:12][C:13]1[CH:18]=[CH:17][CH:16]=[CH:15][CH:14]=1)[C:4]1[N:8]([CH3:22])[N:7]=[N:6][N:5]=1. The catalyst class is: 21. (5) Reactant: CC(C)([O-])C.[K+].[CH3:7][C:8]1([CH3:16])[O:13][CH2:12][CH:11]([CH2:14][OH:15])[CH2:10][O:9]1.[Cl:17][C:18]1[C:19](F)=[CH:20][C:21]([F:31])=[C:22]([CH:30]=1)[C:23]([O:25][C:26]([CH3:29])([CH3:28])[CH3:27])=[O:24]. Product: [Cl:17][C:18]1[C:19]([O:15][CH2:14][CH:11]2[CH2:12][O:13][C:8]([CH3:16])([CH3:7])[O:9][CH2:10]2)=[CH:20][C:21]([F:31])=[C:22]([CH:30]=1)[C:23]([O:25][C:26]([CH3:27])([CH3:28])[CH3:29])=[O:24]. The catalyst class is: 58.